Predict the reaction yield, written as a fraction of the theoretical maximum amount of product (1.0 means a 100% yield; for example, 0.34 means a 34% yield). From a dataset of Reaction yield outcomes from USPTO patents with 853,638 reactions. (1) The reactants are [F:1][C:2]1[CH:11]=[C:10]([F:12])[CH:9]=[C:8]2[C:3]=1[C@@H:4]([O:13][C:14]1[C:22]3[N:21]=[C:20]([CH3:23])[N:19](S(C4C=CC(C)=CC=4)(=O)=O)[C:18]=3[CH:17]=[C:16]([C:34]([N:36]([CH3:38])[CH3:37])=[O:35])[CH:15]=1)[CH2:5][CH2:6][O:7]2.[OH-].[Na+]. The catalyst is O1CCCC1.CC(O)C.C(OCC)(=O)C. The product is [F:1][C:2]1[CH:11]=[C:10]([F:12])[CH:9]=[C:8]2[C:3]=1[C@@H:4]([O:13][C:14]1[C:22]3[N:21]=[C:20]([CH3:23])[NH:19][C:18]=3[CH:17]=[C:16]([C:34]([N:36]([CH3:37])[CH3:38])=[O:35])[CH:15]=1)[CH2:5][CH2:6][O:7]2. The yield is 0.870. (2) The reactants are [C:1]([N:5]([CH3:32])[C:6]([C:8]1[N:9]=[C:10]([C:27]2[S:28][CH:29]=[CH:30][CH:31]=2)[N:11]2[C:20]3[C:15](=[CH:16][C:17]([O:25][CH3:26])=[C:18]([C:21]([O:23]C)=[O:22])[CH:19]=3)[CH2:14][CH2:13][C:12]=12)=[O:7])([CH3:4])([CH3:3])[CH3:2].[OH-].[K+]. The catalyst is C1COCC1.O. The product is [C:1]([N:5]([CH3:32])[C:6]([C:8]1[N:9]=[C:10]([C:27]2[S:28][CH:29]=[CH:30][CH:31]=2)[N:11]2[C:20]3[C:15](=[CH:16][C:17]([O:25][CH3:26])=[C:18]([C:21]([OH:23])=[O:22])[CH:19]=3)[CH2:14][CH2:13][C:12]=12)=[O:7])([CH3:3])([CH3:4])[CH3:2]. The yield is 0.590. (3) The reactants are [OH:1][CH2:2][C:3]1([CH3:31])[S:9][CH2:8][CH2:7][N:6]2[C:10]([C:13]3([C:16]4[CH:21]=[CH:20][C:19]([C:22]5[CH:30]=[CH:29][C:25]([C:26](N)=[O:27])=[CH:24][N:23]=5)=[CH:18][CH:17]=4)[CH2:15][CH2:14]3)=[N:11][N:12]=[C:5]2[CH2:4]1.[OH-:32].[K+].Cl. The catalyst is C(O)C.O. The product is [OH:1][CH2:2][C:3]1([CH3:31])[S:9][CH2:8][CH2:7][N:6]2[C:10]([C:13]3([C:16]4[CH:21]=[CH:20][C:19]([C:22]5[CH:30]=[CH:29][C:25]([C:26]([OH:27])=[O:32])=[CH:24][N:23]=5)=[CH:18][CH:17]=4)[CH2:15][CH2:14]3)=[N:11][N:12]=[C:5]2[CH2:4]1. The yield is 0.830. (4) The catalyst is C(O)C. The product is [CH3:1][O:2][C:3]1[CH:4]=[C:5]2[C:6]([CH:7]=[C:15]([C:16](=[O:24])[C:17]3[CH:22]=[CH:21][C:20]([CH3:23])=[CH:19][CH:18]=3)[C:14](=[O:13])[O:11]2)=[CH:9][CH:10]=1. The reactants are [CH3:1][O:2][C:3]1[CH:10]=[CH:9][C:6]([CH:7]=O)=[C:5]([OH:11])[CH:4]=1.C[O:13][C:14](=O)[CH2:15][C:16](=[O:24])[C:17]1[CH:22]=[CH:21][C:20]([CH3:23])=[CH:19][CH:18]=1.N1CCCCC1. The yield is 0.500. (5) The reactants are [Br:1][C:2]1[C:10]2[C:9](Cl)=[N:8][CH:7]=[N:6][C:5]=2[O:4][C:3]=1[C:12]1[CH:17]=[CH:16][CH:15]=[CH:14][CH:13]=1.[NH2:18][C:19]1[CH:20]=[C:21]([CH:28]=[CH:29][CH:30]=1)[O:22][CH2:23][C:24]([O:26][CH3:27])=[O:25].C(N(C(C)C)CC)(C)C. The catalyst is O. The product is [Br:1][C:2]1[C:10]2[C:9]([NH:18][C:19]3[CH:20]=[C:21]([CH:28]=[CH:29][CH:30]=3)[O:22][CH2:23][C:24]([O:26][CH3:27])=[O:25])=[N:8][CH:7]=[N:6][C:5]=2[O:4][C:3]=1[C:12]1[CH:17]=[CH:16][CH:15]=[CH:14][CH:13]=1. The yield is 0.271. (6) The reactants are [N+:1]([C:4]1[CH:5]=[C:6]([N:10]([CH2:18][C:19]2[CH:24]=[CH:23][CH:22]=[C:21]([O:25][C:26]([F:31])([F:30])[CH:27]([F:29])[F:28])[CH:20]=2)[CH2:11][CH:12]([OH:17])[C:13]([F:16])([F:15])[F:14])[CH:7]=[CH:8][CH:9]=1)([O-])=O. The catalyst is C(O)(=O)C.[Zn]. The product is [NH2:1][C:4]1[CH:5]=[C:6]([N:10]([CH2:18][C:19]2[CH:24]=[CH:23][CH:22]=[C:21]([O:25][C:26]([F:30])([F:31])[CH:27]([F:28])[F:29])[CH:20]=2)[CH2:11][CH:12]([OH:17])[C:13]([F:16])([F:15])[F:14])[CH:7]=[CH:8][CH:9]=1. The yield is 0.780. (7) The product is [NH2:26][C:17]1[CH:18]=[C:19]([S:22]([CH3:25])(=[O:23])=[O:24])[CH:20]=[CH:21][C:16]=1[S:13]([NH:12][C:9]1[CH:10]=[CH:11][C:2]([Cl:1])=[C:3]2[C:8]=1[N:7]=[CH:6][CH:5]=[CH:4]2)(=[O:15])=[O:14]. The reactants are [Cl:1][C:2]1[CH:11]=[CH:10][C:9]([NH:12][S:13]([C:16]2[CH:21]=[CH:20][C:19]([S:22]([CH3:25])(=[O:24])=[O:23])=[CH:18][C:17]=2[N+:26]([O-])=O)(=[O:15])=[O:14])=[C:8]2[C:3]=1[CH:4]=[CH:5][CH:6]=[N:7]2.Cl[Sn]Cl.CCO. The yield is 0.630. The catalyst is C(Cl)Cl.